From a dataset of Full USPTO retrosynthesis dataset with 1.9M reactions from patents (1976-2016). Predict the reactants needed to synthesize the given product. (1) Given the product [CH3:14][C:15]1[CH:21]=[CH:20][C:18]([NH:19][C:2]([NH:1][C:4]2[CH:9]=[CH:8][CH:7]=[C:6]([C:10]([F:11])([F:12])[F:13])[CH:5]=2)=[O:3])=[CH:17][C:16]=1[C:22]1[CH:30]=[C:29]2[C:25]([C:26]3[CH:34]=[N:33][CH:32]=[N:31][C:27]=3[NH:28]2)=[CH:24][CH:23]=1, predict the reactants needed to synthesize it. The reactants are: [N:1]([C:4]1[CH:9]=[CH:8][CH:7]=[C:6]([C:10]([F:13])([F:12])[F:11])[CH:5]=1)=[C:2]=[O:3].[CH3:14][C:15]1[CH:21]=[CH:20][C:18]([NH2:19])=[CH:17][C:16]=1[C:22]1[CH:30]=[C:29]2[C:25]([C:26]3[CH:34]=[N:33][CH:32]=[N:31][C:27]=3[NH:28]2)=[CH:24][CH:23]=1.CCN(C(C)C)C(C)C. (2) Given the product [NH2:1][C:2]1[CH:7]=[CH:6][C:5]([C:8]2[CH:9]=[N:10][N:11]([C:13]([O:15][C:16]([CH3:19])([CH3:18])[CH3:17])=[O:14])[CH:12]=2)=[CH:4][CH:3]=1, predict the reactants needed to synthesize it. The reactants are: [NH2:1][C:2]1[CH:7]=[CH:6][C:5]([C:8]2[CH:9]=[N:10][N:11]([C:13]([O:15][C:16]([CH3:19])([CH3:18])[CH3:17])=[O:14])[CH:12]=2)=[C:4](OC)[CH:3]=1.BrC1C=CC(N)=CC=1. (3) Given the product [Cl:22][C:20]1[CH:19]=[CH:18][C:17]([CH3:23])=[C:16]([C:11]2[N:12]=[C:13]([O:25][CH3:24])[N:14]=[C:9]([NH2:8])[N:10]=2)[CH:21]=1, predict the reactants needed to synthesize it. The reactants are: BrC1C=CC([NH:8][C:9]2[N:14]=[C:13](Cl)[N:12]=[C:11]([C:16]3[CH:21]=[C:20]([Cl:22])[CH:19]=[CH:18][C:17]=3[CH3:23])[N:10]=2)=CC=1.[CH3:24][O-:25].[Na+].